This data is from Forward reaction prediction with 1.9M reactions from USPTO patents (1976-2016). The task is: Predict the product of the given reaction. (1) Given the reactants [CH2:1]([O:3][C:4](=[O:13])[C:5]1[CH:10]=[C:9]([CH3:11])[C:8](O)=[N:7][CH:6]=1)[CH3:2].O=P(Cl)(Cl)[Cl:16], predict the reaction product. The product is: [CH2:1]([O:3][C:4](=[O:13])[C:5]1[CH:10]=[C:9]([CH3:11])[C:8]([Cl:16])=[N:7][CH:6]=1)[CH3:2]. (2) Given the reactants [C:1]([O:5][C:6]([N:8]1[CH2:13][CH2:12][CH2:11][CH2:10][CH:9]1[CH2:14][CH2:15][NH:16][CH2:17][C:18]1[CH:23]=[CH:22][CH:21]=[C:20]([C:24]2[CH:29]=[CH:28][N:27]=[C:26]([Cl:30])[N:25]=2)[CH:19]=1)=[O:7])([CH3:4])([CH3:3])[CH3:2].[CH3:31][S:32](Cl)(=[O:34])=[O:33], predict the reaction product. The product is: [C:1]([O:5][C:6]([N:8]1[CH2:13][CH2:12][CH2:11][CH2:10][CH:9]1[CH2:14][CH2:15][N:16]([CH2:17][C:18]1[CH:23]=[CH:22][CH:21]=[C:20]([C:24]2[CH:29]=[CH:28][N:27]=[C:26]([Cl:30])[N:25]=2)[CH:19]=1)[S:32]([CH3:31])(=[O:34])=[O:33])=[O:7])([CH3:4])([CH3:2])[CH3:3]. (3) Given the reactants [CH3:1][C:2]([C:4]1[CH:9]=[CH:8][C:7]([C:10]([F:13])([F:12])[F:11])=[CH:6][CH:5]=1)=[O:3].[CH:14](OC)(OC)[O:15]C.[CH3:21]O, predict the reaction product. The product is: [CH3:21][O:3][C:2]([C:4]1[CH:9]=[CH:8][C:7]([C:10]([F:11])([F:12])[F:13])=[CH:6][CH:5]=1)([O:15][CH3:14])[CH3:1].